This data is from Forward reaction prediction with 1.9M reactions from USPTO patents (1976-2016). The task is: Predict the product of the given reaction. (1) Given the reactants [C:1]([C:9]1[CH:18]=[CH:17][C:12]2[N:13]=[CH:14][S:15](=O)[C:11]=2[CH:10]=1)(=[O:8])[C:2]1[CH:7]=[CH:6][CH:5]=[CH:4][CH:3]=1.C([O-])([O-])=[O:20].[K+].[K+].Cl[CH2:26][CH2:27][O:28][C:29]1[CH:46]=[CH:45][C:32]([O:33][CH2:34][CH2:35][CH2:36][C:37]([CH3:44])([CH3:43])[C:38]([O:40][CH2:41][CH3:42])=[O:39])=[CH:31][CH:30]=1.O, predict the reaction product. The product is: [C:1]([C:9]1[CH:18]=[CH:17][C:12]2[N:13]([CH2:26][CH2:27][O:28][C:29]3[CH:46]=[CH:45][C:32]([O:33][CH2:34][CH2:35][CH2:36][C:37]([CH3:44])([CH3:43])[C:38]([O:40][CH2:41][CH3:42])=[O:39])=[CH:31][CH:30]=3)[C:14](=[O:20])[S:15][C:11]=2[CH:10]=1)(=[O:8])[C:2]1[CH:7]=[CH:6][CH:5]=[CH:4][CH:3]=1. (2) Given the reactants [F:1][C:2]1[CH:3]=[C:4]([CH:36]=[CH:37][CH:38]=1)[CH2:5][N:6]1[CH:10]=[C:9]([C:11]2[C:19]3[C:14](=[N:15][CH:16]=[C:17]([C:20]4[CH:21]=[C:22]([O:34][CH3:35])[C:23]([NH:26]C(=O)OC(C)(C)C)=[N:24][CH:25]=4)[CH:18]=3)[NH:13][CH:12]=2)[CH:8]=[N:7]1, predict the reaction product. The product is: [F:1][C:2]1[CH:3]=[C:4]([CH:36]=[CH:37][CH:38]=1)[CH2:5][N:6]1[CH:10]=[C:9]([C:11]2[C:19]3[C:14](=[N:15][CH:16]=[C:17]([C:20]4[CH:21]=[C:22]([O:34][CH3:35])[C:23]([NH2:26])=[N:24][CH:25]=4)[CH:18]=3)[NH:13][CH:12]=2)[CH:8]=[N:7]1.